This data is from Forward reaction prediction with 1.9M reactions from USPTO patents (1976-2016). The task is: Predict the product of the given reaction. (1) The product is: [CH3:21][C:20]([CH3:23])([CH3:22])[CH2:19][C:17]1[N:18]=[C:14]([CH2:13][C:8]([C:5]2[CH:6]=[CH:7][C:2]([B:44]3[O:48][C:47]([CH3:50])([CH3:49])[C:46]([CH3:52])([CH3:51])[O:45]3)=[CH:3][CH:4]=2)([OH:43])[C:9]([F:12])([F:11])[F:10])[N:15]([C:24]([C:37]2[CH:42]=[CH:41][CH:40]=[CH:39][CH:38]=2)([C:31]2[CH:36]=[CH:35][CH:34]=[CH:33][CH:32]=2)[C:25]2[CH:30]=[CH:29][CH:28]=[CH:27][CH:26]=2)[CH:16]=1. Given the reactants Br[C:2]1[CH:7]=[CH:6][C:5]([C:8]([OH:43])([CH2:13][C:14]2[N:15]([C:24]([C:37]3[CH:42]=[CH:41][CH:40]=[CH:39][CH:38]=3)([C:31]3[CH:36]=[CH:35][CH:34]=[CH:33][CH:32]=3)[C:25]3[CH:30]=[CH:29][CH:28]=[CH:27][CH:26]=3)[CH:16]=[C:17]([CH2:19][C:20]([CH3:23])([CH3:22])[CH3:21])[N:18]=2)[C:9]([F:12])([F:11])[F:10])=[CH:4][CH:3]=1.[B:44]1([B:44]2[O:48][C:47]([CH3:50])([CH3:49])[C:46]([CH3:52])([CH3:51])[O:45]2)[O:48][C:47]([CH3:50])([CH3:49])[C:46]([CH3:52])([CH3:51])[O:45]1.O, predict the reaction product. (2) The product is: [Cl:1][C:2]1[CH:3]=[C:4]([CH:8]([CH3:21])[CH2:9][NH2:23])[CH:5]=[CH:6][CH:7]=1. Given the reactants [Cl:1][C:2]1[CH:3]=[C:4]([CH:8]([CH3:21])[CH2:9]C2C=CC=C3C(NC(=O)C=23)=O)[CH:5]=[CH:6][CH:7]=1.O.[NH2:23]N, predict the reaction product. (3) Given the reactants Br[C:2]1[CH:7]=[CH:6][C:5]([S:8]([N:11]([CH2:14][CH3:15])[CH2:12][CH3:13])(=[O:10])=[O:9])=[C:4]([O:16][C:17]([F:20])([F:19])[F:18])[CH:3]=1.[C:21]([C:23]1[N:27]([CH3:28])[C:26](B(O)O)=[CH:25][CH:24]=1)#[N:22].[F-].[K+], predict the reaction product. The product is: [C:21]([C:23]1[N:27]([CH3:28])[C:26]([C:2]2[CH:7]=[CH:6][C:5]([S:8]([N:11]([CH2:14][CH3:15])[CH2:12][CH3:13])(=[O:10])=[O:9])=[C:4]([O:16][C:17]([F:20])([F:19])[F:18])[CH:3]=2)=[CH:25][CH:24]=1)#[N:22]. (4) Given the reactants [CH2:1]([C:5]([CH2:10][C:11]1[CH:16]=[CH:15][C:14]([OH:17])=[CH:13][CH:12]=1)([C:8]#[N:9])[C:6]#[N:7])[CH2:2][CH:3]=[CH2:4].[C:18](OC(=O)C)(=[O:20])[CH3:19].C(N(CC)CC)C.O, predict the reaction product. The product is: [CH2:1]([C:5]([CH2:10][C:11]1[CH:16]=[CH:15][C:14]([O:17][C:18](=[O:20])[CH3:19])=[CH:13][CH:12]=1)([C:8]#[N:9])[C:6]#[N:7])[CH2:2][CH:3]=[CH2:4]. (5) Given the reactants CO[C:3]([C:5]1[N:6]([CH3:24])[N:7]=[C:8]([O:10][CH2:11][C:12]2[C:13]([C:18]3[CH:23]=[CH:22][CH:21]=[CH:20][N:19]=3)=[N:14][O:15][C:16]=2[CH3:17])[CH:9]=1)=[O:4].CO[C:27]([C:29]1[NH:30]N=C(OC[C:33]2[C:29]([C:27]3C=CC=CC=3)=[N:30]OC=2C)[CH:33]=1)=O.C(N)(C)C, predict the reaction product. The product is: [CH:29]([NH:30][C:3]([C:5]1[N:6]([CH3:24])[N:7]=[C:8]([O:10][CH2:11][C:12]2[C:13]([C:18]3[CH:23]=[CH:22][CH:21]=[CH:20][N:19]=3)=[N:14][O:15][C:16]=2[CH3:17])[CH:9]=1)=[O:4])([CH3:33])[CH3:27].